This data is from Full USPTO retrosynthesis dataset with 1.9M reactions from patents (1976-2016). The task is: Predict the reactants needed to synthesize the given product. (1) Given the product [NH2:19][C:13]1[CH:14]=[N:15][C:16]2[C:11]([C:12]=1[NH:22][CH2:23][CH2:24][CH2:25][CH2:26][NH:27][C:28](=[O:34])[O:29][C:30]([CH3:33])([CH3:32])[CH3:31])=[CH:10][C:9]([O:8][CH2:1][C:2]1[CH:3]=[CH:4][CH:5]=[CH:6][CH:7]=1)=[CH:18][CH:17]=2, predict the reactants needed to synthesize it. The reactants are: [CH2:1]([O:8][C:9]1[CH:10]=[C:11]2[C:16](=[CH:17][CH:18]=1)[N:15]=[CH:14][C:13]([N+:19]([O-])=O)=[C:12]2[NH:22][CH2:23][CH2:24][CH2:25][CH2:26][NH:27][C:28](=[O:34])[O:29][C:30]([CH3:33])([CH3:32])[CH3:31])[C:2]1[CH:7]=[CH:6][CH:5]=[CH:4][CH:3]=1. (2) Given the product [C:24]([NH:23][CH:21]([CH3:22])[CH2:20][C:17]1[CH:18]=[CH:19][C:14]([C:2]#[C:1][C:3]2[CH:4]=[C:5]([CH:10]=[CH:11][CH:12]=2)[C:6]([O:8][CH3:9])=[O:7])=[CH:15][CH:16]=1)(=[O:26])[CH3:25], predict the reactants needed to synthesize it. The reactants are: [C:1]([C:3]1[CH:4]=[C:5]([CH:10]=[CH:11][CH:12]=1)[C:6]([O:8][CH3:9])=[O:7])#[CH:2].I[C:14]1[CH:19]=[CH:18][C:17]([CH2:20][CH:21]([NH:23][C:24](=[O:26])[CH3:25])[CH3:22])=[CH:16][CH:15]=1. (3) Given the product [Br:1][C:2]1[CH:3]=[CH:4][C:5]([Cl:17])=[C:6]([CH2:7][C:8]2[CH:13]=[CH:12][C:11]([CH2:14][O:15][CH:24]=[CH2:25])=[CH:10][CH:9]=2)[CH:16]=1, predict the reactants needed to synthesize it. The reactants are: [Br:1][C:2]1[CH:3]=[CH:4][C:5]([Cl:17])=[C:6]([CH:16]=1)[CH2:7][C:8]1[CH:13]=[CH:12][C:11]([CH2:14][OH:15])=[CH:10][CH:9]=1.C(=O)([O-])[O-].[Na+].[Na+].[C:24](OC=C)(=O)[CH3:25]. (4) Given the product [CH:1]1([C:4]([C:6]2[CH:7]=[CH:8][C:9]([CH2:12][CH:13]([C:21]([O:22][CH2:23][CH3:24])=[O:25])[C:21]([O:22][CH2:23][CH3:24])=[O:25])=[CH:10][CH:11]=2)=[O:5])[CH2:2][CH2:3]1, predict the reactants needed to synthesize it. The reactants are: [CH:1]1([C:4]([C:6]2[CH:11]=[CH:10][C:9]([CH2:12][C:13](OCC)=O)=[CH:8][CH:7]=2)=[O:5])[CH2:3][CH2:2]1.C(O[C:21](=[O:25])[O:22][CH2:23][CH3:24])C.C[Si]([N-][Si](C)(C)C)(C)C.[Na+].IC. (5) Given the product [Cl:1][C:2]1[CH:3]=[C:4]([N:13]([CH2:21][CH3:22])[CH2:14][CH:15]2[CH2:20][CH2:19][O:18][CH2:17][CH2:16]2)[C:5]([CH3:12])=[C:6]([CH:11]=1)[C:7]([O:9][CH3:10])=[O:8], predict the reactants needed to synthesize it. The reactants are: [Cl:1][C:2]1[CH:3]=[C:4]([NH:13][CH2:14][CH:15]2[CH2:20][CH2:19][O:18][CH2:17][CH2:16]2)[C:5]([CH3:12])=[C:6]([CH:11]=1)[C:7]([O:9][CH3:10])=[O:8].[CH:21](=O)[CH3:22].C(O)(=O)C.C(O[BH-](OC(=O)C)OC(=O)C)(=O)C.[Na+]. (6) Given the product [F:32][C:29]1[CH:30]=[CH:31][C:26]([CH:18]([C:19]2[CH:20]=[CH:21][C:22]([F:25])=[CH:23][CH:24]=2)[C:17]([NH:16][C@@H:13]2[C@@H:11]3[C@@H:10]([CH2:9][NH:8][CH2:12]3)[CH2:15][CH2:14]2)=[O:33])=[CH:27][CH:28]=1, predict the reactants needed to synthesize it. The reactants are: C([N:8]1[CH2:12][C@@H:11]2[C@@H:13]([NH:16][C:17](=[O:33])[CH:18]([C:26]3[CH:31]=[CH:30][C:29]([F:32])=[CH:28][CH:27]=3)[C:19]3[CH:24]=[CH:23][C:22]([F:25])=[CH:21][CH:20]=3)[CH2:14][CH2:15][C@@H:10]2[CH2:9]1)C1C=CC=CC=1.[H][H]. (7) Given the product [CH3:8][O:9][C:10]1[CH:15]=[CH:14][C:13]([CH2:16][O:17][CH:3]([CH2:2][CH:1]=[O:7])[C:4]([OH:6])=[O:5])=[CH:12][CH:11]=1, predict the reactants needed to synthesize it. The reactants are: [C:1]1(=[O:7])[O:6][C:4](=[O:5])[CH2:3][CH2:2]1.[CH3:8][O:9][C:10]1[CH:15]=[CH:14][C:13]([CH2:16][OH:17])=[CH:12][CH:11]=1.C([O-])([O-])=O.[Na+].[Na+]. (8) Given the product [OH:41][CH2:40][C@@H:29]1[CH2:28][C@H:27]([N:26]([C:24]([C:16]2[N:15]([CH2:14][CH2:13][CH2:12][CH2:11][O:10][CH3:9])[C:19]3[CH:20]=[CH:21][CH:22]=[CH:23][C:18]=3[N:17]=2)=[O:25])[CH2:44][CH:45]([CH3:47])[CH3:46])[CH2:32][N:31]([C:33]([O:35][C:36]([CH3:38])([CH3:37])[CH3:39])=[O:34])[CH2:30]1, predict the reactants needed to synthesize it. The reactants are: [BH4-].[Na+].C(O)C.[Cl-].[Ca+2].[Cl-].[CH3:9][O:10][CH2:11][CH2:12][CH2:13][CH2:14][N:15]1[C:19]2[CH:20]=[CH:21][CH:22]=[CH:23][C:18]=2[N:17]=[C:16]1[C:24]([N:26]([CH2:44][CH:45]([CH3:47])[CH3:46])[C@@H:27]1[CH2:32][N:31]([C:33]([O:35][C:36]([CH3:39])([CH3:38])[CH3:37])=[O:34])[CH2:30][C@H:29]([C:40](OC)=[O:41])[CH2:28]1)=[O:25]. (9) Given the product [C:7]1([N:1]2[CH2:5][CH2:4][CH2:3][C:2]2=[O:6])[CH:8]=[CH:9][CH:10]=[CH:11][CH:12]=1, predict the reactants needed to synthesize it. The reactants are: [NH:1]1[CH2:5][CH2:4][CH2:3][C:2]1=[O:6].[CH:7]1[CH:8]=[CH:9][C:10](P([C:7]2[C:12]([C:7]3[C:12](P([C:7]4[CH:12]=[CH:11][CH:10]=[CH:9][CH:8]=4)[C:7]4[CH:12]=[CH:11][CH:10]=[CH:9][CH:8]=4)=[CH:11][CH:10]=[C:9]4[C:8]=3C=CC=C4)=[C:11]3[C:10](C=CC=C3)=[CH:9][CH:8]=2)[C:7]2[CH:12]=[CH:11][CH:10]=[CH:9][CH:8]=2)=[CH:11][CH:12]=1.C(=O)([O-])[O-].[Cs+].[Cs+].BrC1C=CC=CC=1.